From a dataset of Peptide-MHC class II binding affinity with 134,281 pairs from IEDB. Regression. Given a peptide amino acid sequence and an MHC pseudo amino acid sequence, predict their binding affinity value. This is MHC class II binding data. The peptide sequence is KTDCTKEVEEAWASA. The MHC is HLA-DPA10103-DPB10201 with pseudo-sequence HLA-DPA10103-DPB10201. The binding affinity (normalized) is 0.214.